Task: Predict the reactants needed to synthesize the given product.. Dataset: Full USPTO retrosynthesis dataset with 1.9M reactions from patents (1976-2016) Given the product [CH:60]1[C:61]([C:63]([OH:65])=[O:64])=[CH:62][C:57]2[C:45]3([O:68][C:66](=[O:67])[C:58]=2[CH:59]=1)[C:42]1[CH:43]=[CH:44][C:39]([OH:38])=[CH:40][C:41]=1[O:48][C:47]1[CH:49]=[C:50]([OH:53])[CH:51]=[CH:52][C:46]3=1, predict the reactants needed to synthesize it. The reactants are: CC(OC1C=CC2C3(OC(=O)C4C=C(C(O)=O)C=CC3=4)C3C=CC(OC(C)=O)=CC=3OC=2C=1)=O.CC([O:38][C:39]1[CH:44]=[CH:43][C:42]2[C:45]3([O:68][C:66](=[O:67])[C:58]4[CH:59]=[CH:60][C:61]([C:63]([OH:65])=[O:64])=[CH:62][C:57]3=4)[C:46]3[CH:52]=[CH:51][C:50]([O:53]C(C)=O)=[CH:49][C:47]=3[O:48][C:41]=2[CH:40]=1)=O.